From a dataset of Forward reaction prediction with 1.9M reactions from USPTO patents (1976-2016). Predict the product of the given reaction. The product is: [F:1][C:2]1[C:3]([NH:22][C:23]2[CH:24]=[C:25]([NH:29][C:30](=[O:33])[CH:31]=[CH2:32])[CH:26]=[CH:27][CH:28]=2)=[N:4][C:5]([NH:8][C:9]2[CH:10]=[CH:11][C:12]([OH:15])=[CH:13][CH:14]=2)=[N:6][CH:7]=1. Given the reactants [F:1][C:2]1[C:3]([NH:22][C:23]2[CH:24]=[C:25]([NH:29][C:30](=[O:33])[CH:31]=[CH2:32])[CH:26]=[CH:27][CH:28]=2)=[N:4][C:5]([NH:8][C:9]2[CH:14]=[CH:13][C:12]([O:15]COCCOC)=[CH:11][CH:10]=2)=[N:6][CH:7]=1.C(O)(C(F)(F)F)=O, predict the reaction product.